This data is from NCI-60 drug combinations with 297,098 pairs across 59 cell lines. The task is: Regression. Given two drug SMILES strings and cell line genomic features, predict the synergy score measuring deviation from expected non-interaction effect. Drug 1: COC1=CC(=CC(=C1O)OC)C2C3C(COC3=O)C(C4=CC5=C(C=C24)OCO5)OC6C(C(C7C(O6)COC(O7)C8=CC=CS8)O)O. Drug 2: COC1=C2C(=CC3=C1OC=C3)C=CC(=O)O2. Cell line: SNB-19. Synergy scores: CSS=44.2, Synergy_ZIP=0.617, Synergy_Bliss=-4.94, Synergy_Loewe=-41.9, Synergy_HSA=-6.00.